Dataset: Rat liver microsome stability data. Task: Regression/Classification. Given a drug SMILES string, predict its absorption, distribution, metabolism, or excretion properties. Task type varies by dataset: regression for continuous measurements (e.g., permeability, clearance, half-life) or binary classification for categorical outcomes (e.g., BBB penetration, CYP inhibition). Dataset: rlm. (1) The drug is O=C(O)c1ccc(Nc2nc(-c3cc4ccccc4oc3=O)cs2)cc1O. The result is 0 (unstable in rat liver microsomes). (2) The drug is Oc1nnc2c3c(cccc13)NC(c1ccc(CN3CCC3)cc1)C2c1ccc(F)cc1. The result is 0 (unstable in rat liver microsomes).